Dataset: Peptide-MHC class I binding affinity with 185,985 pairs from IEDB/IMGT. Task: Regression. Given a peptide amino acid sequence and an MHC pseudo amino acid sequence, predict their binding affinity value. This is MHC class I binding data. (1) The peptide sequence is TYPVLEEMF. The MHC is HLA-B44:02 with pseudo-sequence HLA-B44:02. The binding affinity (normalized) is 0. (2) The peptide sequence is ELGGGFGTL. The MHC is HLA-A69:01 with pseudo-sequence HLA-A69:01. The binding affinity (normalized) is 0.397.